This data is from Experimentally validated miRNA-target interactions with 360,000+ pairs, plus equal number of negative samples. The task is: Binary Classification. Given a miRNA mature sequence and a target amino acid sequence, predict their likelihood of interaction. (1) The miRNA is hsa-miR-1224-3p with sequence CCCCACCUCCUCUCUCCUCAG. The protein sequence of the target gene is MQGKKPGGSSGGGRSGELQGDEAQRNKKKKKKVSCFSNIKIFLVSECALMLAQGTVGAYLVSVLTTLERRFNLQSADVGVIASSFEIGNLALILFVSYFGARGHRPRLIGCGGIVMALGALLSALPEFLTHQYKYEAGEIRWGAEGRDVCAANGSGGDEGPDPDLICRNRTATNMMYLLLIGAQVLLGIGATPVQPLGVSYIDDHVRRKDSSLYIGILFTMLVFGPACGFILGSFCTKIYVDAVFIDTSNLDITPDDPRWIGAWWGGFLLCGALLFFSSLLMFGFPQSLPPHSEPAMESE.... Result: 1 (interaction). (2) The miRNA is mmu-miR-669n with sequence AUUUGUGUGUGGAUGUGUGU. The protein sequence of the target gene is MQAKYSSTRDMLDDDDTTISLYSGTSTVTRRAEPRHSENGTPSSVWRPVALTLLTLCLVLLVGLAALGLVFFQFYQLSNIQQDSITEKDEKLGNMSRQLQSLQAQNRKLIETLQQVAVKLCRELYNKSGGHRCSPCPEKWKWYGDKCYQFYKESKNWQSCEYFCLADNATMLKISTQEELDFAMPQSYSEFFYSYWTGLSRNGSGKAWLWTDGTPYSFELFEIIIDPTNLRNRDCMTIFNGKAYSKDCKELRRCACERIAGRVVPGELQ. Result: 0 (no interaction). (3) The miRNA is hsa-miR-1307-5p with sequence UCGACCGGACCUCGACCGGCU. The protein sequence of the target gene is MATKRLARQLGLIRRKSIAPANGNLGRSKSKQLFDYLIVIDFESTCWNDGKHHHSQEIIEFPAVLLNTSTGQIDSEFQAYVQPQEHPILSEFCMELTGIKQAQVDEGVPLKICLSQFCKWIHKIQQQKNIIFATGISEPSASEVKLCAFVTWSDWDLGVCLEYECKRKQLLKPVFLNSWIDLRATYKLFYRRKPKGLSGALQEVGIEFSGREHSGLDDSRNTALLAWKMIRDGCVMKITRSLNKVPTKKNFSILARNLNTIQVEEMSACNISIQGPSIYNKEPKNIINPHEKVQMKSICA.... Result: 0 (no interaction). (4) The miRNA is hsa-miR-4325 with sequence UUGCACUUGUCUCAGUGA. The protein sequence of the target gene is MASMGLQVMGIALAVLGWLAVMLCCALPMWRVTAFIGSNIVTSQTIWEGLWMNCVVQSTGQMQCKVYDSLLALPQDLQAARALVIISIIVAALGVLLSVVGGKCTNCLEDESAKAKTMIVAGVVFLLAGLMVIVPVSWTAHNIIQDFYNPLVASGQKREMGASLYVGWAASGLLLLGGGLLCCNCPPRTDKPYSAKYSAARSAAASNYV. Result: 0 (no interaction). (5) The miRNA is hsa-miR-513a-3p with sequence UAAAUUUCACCUUUCUGAGAAGG. Result: 0 (no interaction). The protein sequence of the target gene is MGLRKKNARNPPVLSHEFMVQNHADMVSCVGMFFVLGLMFEGTSEMSIAFLTLQHGVVVPAEGLPSGSRTLYHYGVKDLATVFFYMLVAIIIHATIQEYVLDKLSRRLQLTKGKQNKLNEAGQLSVFYIVSGIWGMIILASENCLSDPTLLWKSQPHNMMTFQMKFFYISQLAYWFHSFPELYFQKVRKQDIPGQLIYIGLHLFHIGGAYLLYLNHLGLLLLMLHYAVELLSSVCSLLYFGDERYQKGLSLWPIVFISGRLVTLIVSVVTVGLHLAGTNRNGNALSGNVNVLAAKIAVLS.... (6) The miRNA is hsa-miR-509-5p with sequence UACUGCAGACAGUGGCAAUCA. The protein sequence of the target gene is MARVAWGLLWLLLGSAGAQYEKYSFRGFPPEDLMPLAAAYGHALEQYEGESWRESARYLEAALRLHRLLRDSEAFCHANCSGPAPAAKPDPDGGRADEWACELRLFGRVLERAACLRRCKRTLPAFQVPYPPRQLLRDFQSRLPYQYLHYALFKANRLEKAVAAAYTFLQRNPKHELTAKYLNYYQGMLDVADESLTDLEAQPYEAVFLRAVKLYNSGDFRSSTEDMERALSEYLAVFARCLAGCEGAHEQVDFKDFYPAIADLFAESLQCKVDCEANLTPNVGGYFVDKFVATMYHYLQ.... Result: 0 (no interaction). (7) The miRNA is hsa-miR-6127 with sequence UGAGGGAGUGGGUGGGAGG. The protein sequence of the target gene is MSAGGDFGNPLRKFKLVFLGEQSVGKTSLITRFMYDSFDNTYQATIGIDFLSKTMYLEDRTVRLQLWDTAGQERFRSLIPSYIRDSTVAVVVYDITNLNSFQQTSKWIDDVRTERGSDVIIMLVGNKTDLADKRQITIEEGEQRAKELSVMFIETSAKTGYNVKQLFRRVASALPGMENVQEKSKEGMIDIKLDKPQEPPASEGGCSC. Result: 1 (interaction). (8) Result: 0 (no interaction). The miRNA is hsa-miR-10a-3p with sequence CAAAUUCGUAUCUAGGGGAAUA. The protein sequence of the target gene is MAAQALALLREVARLEAPLEELRALHSVLQAVPLNELRQQAAELRLGPLFSLLNENHREKTTLCVSILERLLQAMEPVHVARNLRVDLQRGLIHPDDSVKILTLSQIGRIVENSDAVTEILNNAELLKQIVYCIGGENLSVAKAAIKSLSRISLTQAGLEALFESNLLDDLKSVMKTNDIVRYRVYELIIEISSVSPESLNYCTTSGLVTQLLRELTGEDVLVRATCIEMVTSLAYTHHGRQYLAQEGVIDQISNIIVGADSDPFSSFYLPGFVKFFGNLAVMDSPQQICERYPIFVEKV....